Dataset: Experimentally validated miRNA-target interactions with 360,000+ pairs, plus equal number of negative samples. Task: Binary Classification. Given a miRNA mature sequence and a target amino acid sequence, predict their likelihood of interaction. (1) The miRNA is hsa-miR-764 with sequence GCAGGUGCUCACUUGUCCUCCU. The protein sequence of the target gene is MLGKGVVGGGGGTKAPKPSFVSYVRPEEIHTNEKEVTEKEVTLHLLPGEQLLCEASTVLKYVQEDSCQHGVYGRLVCTDFKIAFLGDDESALDNDETQFKNKVIGENDITLHCVDQIYGVFDEKKKTLFGQLKKYPEKLIIHCKDLRVFQFCLRYTKEEEVKRIVSGIIHHTQAPKLLKRLFLFSYATAAQNNTVTDPKNHTVMFDTLKDWCWELERTKGNMKYKAVSVNEGYKVCERLPAYFVVPTPLPEENVQRFQGHGIPIWCWSCHNGSALLKMSALPKEQDDGILQIQKSFLDGI.... Result: 0 (no interaction). (2) The miRNA is hsa-miR-4525 with sequence GGGGGGAUGUGCAUGCUGGUU. The protein sequence of the target gene is MFGRKRSVSFGGFGWIDKTMLASLKVKKQELANSSDATLPDRPLSPPLTAPPTMKSSEFFEMLEKMQGIKLEEQKPGPQKNKDDYIPYPSIDEVVEKGGPYPQVILPQFGGYWIEDPENVGTPTSLGSSICEEEEEDNLSPNTFGYKLECKGEARAYRRHFLGKDHLNFYCTGSSLGNLILSVKCEEAEGIEYLRVILRSKLKTVHERIPLAGLSKLPSVPQIAKAFCDDAVGLRFNPVLYPKASQMIVSYDEHEVNNTFKFGVIYQKARQTLEEELFGNNEESPAFKEFLDLLGDTITL.... Result: 1 (interaction). (3) The miRNA is hsa-miR-5197-3p with sequence AAGAAGAGACUGAGUCAUCGAAU. The protein sequence of the target gene is MVGRNSAIAAGVCGALFIGYCIYFDRKRRSDPNFKNRLRERRKKQKLAKERAGLSKLPDLKDAEAVQKFFLEEIQLGEELLAQGEYEKGVDHLTNAIAVCGQPQQLLQVLQQTLPPPVFQMLLTKLPTISQRIVSAQSLAEDDVE. Result: 1 (interaction). (4) The miRNA is hsa-miR-520c-3p with sequence AAAGUGCUUCCUUUUAGAGGGU. The protein sequence of the target gene is MTEFWLISAPGEKTCQQTWEKLHAATSKNNNLAVTSKFNIPDLKVGTLDVLVGLSDELAKLDAFVEGVVKKVAQYMADVLEDSKDKVQENLLANGVDLVTYITRFQWDMAKYPIKQSLKNISEIIAKGVTQIDNDLKSRASAYNNLKGNLQNLERKNAGSLLTRSLAEIVKKDDFVLDSEYLVTLLVVVPKLNHNDWIKQYETLAEMVVPRSSNVLSEDQDSYLCNVTLFRKAVDDFRHKARENKFIVRDFQYNEEEMKADKEEMNRLSTDKKKQFGPLVRWLKVNFSEAFIAWIHVKAL.... Result: 1 (interaction). (5) The miRNA is hsa-miR-1909-5p with sequence UGAGUGCCGGUGCCUGCCCUG. The protein sequence of the target gene is MTDGDYDYLIKLLALGDSGVGKTTFLYRYTDNKFNPKFITTVGIDFREKRVVYNAQGPNGSSGKAFKVHLQLWDTAGQERFRSLTTAFFRDAMGFLLMFDLTSQQSFLNVRNWMSQLQANAYCENPDIVLIGNKADLPDQREVNERQARELADKYGIPYFETSAATGQNVEKAVETLLDLIMKRMEQCVEKTQIPDTVNGGNSGNLDGEKPPEKKCIC. Result: 0 (no interaction). (6) The miRNA is hsa-miR-3193 with sequence UCCUGCGUAGGAUCUGAGGAGU. The protein sequence of the target gene is MNNFGNEEFDCHFLDEGFTAKDILDQKINEVSSSDDKDAFYVADLGDILKKHLRWLKALPRVTPFYAVKCNDSKAIVKTLAATGTGFDCASKTEIQLVQSLGVPPERIIYANPCKQVSQIKYAANNGVQMMTFDSEVELMKVARAHPKAKLVLRIATDDSKAVCRLSVKFGATLRTSRLLLERAKELNIDVVGVSFHVGSGCTDPETFVQAISDARCVFDMGAEVGFSMYLLDIGGGFPGSEDVKLKFEEITGVINPALDKYFPSDSGVRIIAEPGRYYVASAFTLAVNIIAKKIVLKEQ.... Result: 0 (no interaction). (7) The miRNA is hsa-miR-548h-5p with sequence AAAAGUAAUCGCGGUUUUUGUC. The protein sequence of the target gene is MQVSIACTEHNLKSRNGEDRLLSKQSSNAPNVVNAARAKFRTVAIIARSLGTFTPQHHISLKESTAKQTGMKYRNLGKSGLRVSCLGLGTWVTFGGQISDEVAERLMTIAYESGVNLFDTAEVYAAGKAEVILGSIIKKKGWRRSSLVITTKLYWGGKAETERGLSRKHIIEGLKGSLQRLQLEYVDVVFANRPDSNTPMEEIVRAMTHVINQGMAMYWGTSRWSAMEIMEAYSVARQFNMIPPVCEQAEYHLFQREKVEVQLPELYHKIGVGAMTWSPLACGIISGKYGNGVPESSRAS.... Result: 0 (no interaction).